This data is from Orexin1 receptor HTS with 218,158 compounds and 233 confirmed actives. The task is: Binary Classification. Given a drug SMILES string, predict its activity (active/inactive) in a high-throughput screening assay against a specified biological target. (1) The compound is n1(c2c(c3nc4c(nc13)cccc4)cccc2C)C. The result is 1 (active). (2) The molecule is O=C(Nc1[nH]n2c(n1)nc(cc2=O)c1ccccc1)CCc1ccccc1. The result is 0 (inactive). (3) The compound is S(=O)(=O)(NC(C(CC)C)C(Oc1cc2oc(=O)c3c(CCC3)c2cc1)=O)c1ccc(cc1)C. The result is 0 (inactive).